The task is: Predict the product of the given reaction.. This data is from Forward reaction prediction with 1.9M reactions from USPTO patents (1976-2016). (1) The product is: [N+:16]([CH2:15][CH:6]1[CH2:5][CH2:4][N:3]([C:8]([O:10][C:11]([CH3:14])([CH3:13])[CH3:12])=[O:9])[C:2](=[O:1])[CH2:7]1)([O-:18])=[O:17]. Given the reactants [O:1]=[C:2]1[CH:7]=[CH:6][CH2:5][CH2:4][N:3]1[C:8]([O:10][C:11]([CH3:14])([CH3:13])[CH3:12])=[O:9].[CH3:15][N+:16]([O-:18])=[O:17].C1CCN2C(=NCCC2)CC1, predict the reaction product. (2) Given the reactants [O:1]([C:8]1[CH:13]=[CH:12][C:11]([NH:14][C:15]2[N:20]=[CH:19][N:18]=[C:17]([NH:21][C:22]3[CH:23]=[C:24]([CH:27]=[CH:28][CH:29]=3)[CH:25]=[O:26])[CH:16]=2)=[CH:10][CH:9]=1)[C:2]1[CH:7]=[CH:6][CH:5]=[CH:4][CH:3]=1.[C:30](#[N:33])[CH:31]=[CH2:32].C1N2CCN(CC2)C1.[O:42]1CCOCC1.O, predict the reaction product. The product is: [OH:26][CH:25]([C:24]1[CH:27]=[CH:28][CH:29]=[C:22]([NH:21][C:17]2[CH:16]=[C:15]([NH:14][C:11]3[CH:10]=[CH:9][C:8]([O:1][C:2]4[CH:3]=[CH:4][CH:5]=[CH:6][CH:7]=4)=[CH:13][CH:12]=3)[N:20]=[CH:19][N:18]=2)[CH:23]=1)[C:31](=[CH2:32])[C:30]([NH2:33])=[O:42]. (3) The product is: [CH:1]1([N:4]2[C:10]3[C:9](=[CH:14][C:13]([F:15])=[C:12]([F:16])[C:11]=3[CH:17]([F:19])[F:18])[C:8](=[O:21])[NH:7][C:5]2=[O:6])[CH2:3][CH2:2]1. Given the reactants [CH:1]1([NH:4][C:5]([NH:7][C:8](=[O:21])[C:9]2[CH:14]=[C:13]([F:15])[C:12]([F:16])=[C:11]([CH:17]([F:19])[F:18])[C:10]=2F)=[O:6])[CH2:3][CH2:2]1.[H-].[Na+], predict the reaction product. (4) Given the reactants Br[C:2]1[C:15]2[C:16]3=[C:17]4[C:12](=[CH:13][CH:14]=2)[CH:11]=[CH:10][C:9](Br)=[C:8]4[CH:7]=[CH:6][C:5]3=[CH:4][CH:3]=1.[CH3:19][C:20]1[CH:21]=[C:22]([NH:27][C:28]2[CH:33]=[CH:32][C:31]([C:34]3([C:47]4[CH:52]=[CH:51][CH:50]=[CH:49][CH:48]=4)[C:46]4[CH:45]=[CH:44][CH:43]=[CH:42][C:41]=4[C:40]4[C:35]3=[CH:36][CH:37]=[CH:38][CH:39]=4)=[CH:30][CH:29]=2)[CH:23]=[C:24]([CH3:26])[CH:25]=1.[CH3:53][C:54]([CH3:57])([O-])[CH3:55].[Na+].[C:68](P([C:68]([CH3:71])([CH3:70])[CH3:69])[C:68]([CH3:71])([CH3:70])[CH3:69])([CH3:71])([CH3:70])[CH3:69], predict the reaction product. The product is: [CH3:26][C:24]1[CH:23]=[C:22]([N:27]([C:28]2[CH:29]=[CH:30][C:31]([C:34]3([C:47]4[CH:52]=[CH:51][CH:50]=[CH:49][CH:48]=4)[C:35]4[CH:36]=[CH:37][CH:38]=[CH:39][C:40]=4[C:41]4[C:46]3=[CH:45][CH:44]=[CH:43][CH:42]=4)=[CH:32][CH:33]=2)[C:2]2[C:15]3=[C:16]4[C:17]5[C:12]([CH:13]=[CH:14]3)=[CH:11][CH:10]=[C:9]([N:27]([C:28]3[CH:29]=[C:30]([CH3:31])[CH:70]=[C:68]([CH3:69])[CH:71]=3)[C:22]3[CH:23]=[CH:55][C:54]([C:57]6([C:50]7[CH:49]=[CH:48][CH:47]=[CH:52][CH:51]=7)[C:42]7[CH:43]=[CH:44][CH:45]=[CH:46][C:41]=7[C:40]7[C:39]6=[CH:38][CH:37]=[CH:36][CH:35]=7)=[CH:53][CH:21]=3)[C:8]=5[CH:7]=[CH:6][C:5]4=[CH:4][CH:3]=2)[CH:21]=[C:20]([CH3:19])[CH:25]=1. (5) Given the reactants [C:1]1([C:7]2[O:8][C:9]([C:30]([F:33])([F:32])[F:31])=[C:10]([C:12]([NH:14][C:15]3[CH:20]=[CH:19][C:18]([N:21]4[CH2:26][CH2:25][CH:24]([C:27](O)=O)[CH2:23][CH2:22]4)=[CH:17][CH:16]=3)=[O:13])[N:11]=2)[CH:6]=[CH:5][CH:4]=[CH:3][CH:2]=1.C(Cl)(=O)C(Cl)=O.C(N(CC)CC)C.[OH:47][NH:48][C:49](=[NH:53])[CH:50]([CH3:52])[CH3:51], predict the reaction product. The product is: [CH:50]([C:49]1[N:53]=[C:27]([CH:24]2[CH2:23][CH2:22][N:21]([C:18]3[CH:17]=[CH:16][C:15]([NH:14][C:12]([C:10]4[N:11]=[C:7]([C:1]5[CH:6]=[CH:5][CH:4]=[CH:3][CH:2]=5)[O:8][C:9]=4[C:30]([F:32])([F:31])[F:33])=[O:13])=[CH:20][CH:19]=3)[CH2:26][CH2:25]2)[O:47][N:48]=1)([CH3:52])[CH3:51]. (6) Given the reactants [Na].[O:2]=[C:3]([CH2:10][C:11]([O:13][CH2:14][CH3:15])=[O:12])[CH2:4][C:5]([O:7][CH2:8][CH3:9])=[O:6].[CH2:16](Br)[C:17]1[CH:22]=[CH:21][CH:20]=[CH:19][CH:18]=1, predict the reaction product. The product is: [CH2:16]([CH:10]([C:3](=[O:2])[CH2:4][C:5]([O:7][CH2:8][CH3:9])=[O:6])[C:11]([O:13][CH2:14][CH3:15])=[O:12])[C:17]1[CH:22]=[CH:21][CH:20]=[CH:19][CH:18]=1. (7) Given the reactants [I:1][C:2]1[CH:10]=[CH:9][C:5]([C:6]([OH:8])=O)=[CH:4][CH:3]=1.C(O[C:16]([CH3:19])([CH3:18])[CH3:17])(=O)NN.C[N:21](C(ON1N=NC2C=CC=NC1=2)=[N+](C)C)C.F[P-](F)(F)(F)(F)F.ON1C2C=CC=CC=2N=N1.C(N(CC)C(C)C)(C)C.C[N:64](C)[CH:65]=[O:66], predict the reaction product. The product is: [CH3:17][C:16]([CH3:19])([CH3:18])[C:65]([NH:64][NH:21][C:6](=[O:8])[C:5]1[CH:4]=[CH:3][C:2]([I:1])=[CH:10][CH:9]=1)=[O:66].